Dataset: Catalyst prediction with 721,799 reactions and 888 catalyst types from USPTO. Task: Predict which catalyst facilitates the given reaction. (1) Reactant: [F:1][C:2]1[CH:7]=[CH:6][C:5]([C:8]2[S:12][C:11]3[CH:13]=[C:14]([O:17]C)[CH:15]=[CH:16][C:10]=3[C:9]=2[O:19][C:20]2[CH:25]=[CH:24][C:23](/[CH:26]=[CH:27]/[C:28]([NH:30][O:31]C3CCCCO3)=[O:29])=[CH:22][CH:21]=2)=[C:4]([CH3:38])[CH:3]=1.B(Br)(Br)Br. Product: [F:1][C:2]1[CH:7]=[CH:6][C:5]([C:8]2[S:12][C:11]3[CH:13]=[C:14]([OH:17])[CH:15]=[CH:16][C:10]=3[C:9]=2[O:19][C:20]2[CH:21]=[CH:22][C:23](/[CH:26]=[CH:27]/[C:28]([NH:30][OH:31])=[O:29])=[CH:24][CH:25]=2)=[C:4]([CH3:38])[CH:3]=1. The catalyst class is: 2. (2) Product: [Br:1][C:12]1[C:11]([C:14]([CH3:17])([CH3:16])[CH3:15])=[CH:10][C:8]([NH2:9])=[C:7]([C:3]([CH3:6])([CH3:5])[CH3:4])[CH:13]=1. Reactant: [Br:1]Br.[C:3]([C:7]1[CH:13]=[CH:12][C:11]([C:14]([CH3:17])([CH3:16])[CH3:15])=[CH:10][C:8]=1[NH2:9])([CH3:6])([CH3:5])[CH3:4].C(Cl)(Cl)Cl.[OH-].[Na+]. The catalyst class is: 5.